Dataset: Catalyst prediction with 721,799 reactions and 888 catalyst types from USPTO. Task: Predict which catalyst facilitates the given reaction. (1) Reactant: Br[C:2]1[C:3]([C:24]#[N:25])=[CH:4][C:5]([F:23])=[C:6]([NH:8][C@@H:9]2[CH2:14][CH2:13][CH2:12][CH2:11][C@@H:10]2[NH:15]C(=O)OC(C)(C)C)[CH:7]=1.Cl.[NH2:27][C:28]1[S:32][N:31]=[C:30]([CH3:33])[CH:29]=1.C1C=CC(P(C2C(C3C(P(C4C=CC=CC=4)C4C=CC=CC=4)=CC=C4C=3C=CC=C4)=C3C(C=CC=C3)=CC=2)C2C=CC=CC=2)=CC=1.C([O-])([O-])=[O:81].[K+].[K+]. Product: [NH2:15][C@H:10]1[CH2:11][CH2:12][CH2:13][CH2:14][C@H:9]1[NH:8][C:6]1[C:5]([F:23])=[CH:4][C:3]([C:24]([NH2:25])=[O:81])=[C:2]([NH:27][C:28]2[S:32][N:31]=[C:30]([CH3:33])[CH:29]=2)[CH:7]=1. The catalyst class is: 231. (2) Reactant: [OH:1][C@H:2]([CH3:34])[C@H:3]([NH:11][C:12](=[O:33])[CH2:13][N:14]1[CH2:17][C:16]2([CH2:21][CH2:20][CH2:19][N:18]2C(OCC2C=CC=CC=2)=O)[C:15]1=[O:32])[C:4](=[O:10])[N:5]1[CH2:9][CH2:8][CH2:7][CH2:6]1. Product: [OH:1][C@H:2]([CH3:34])[C@H:3]([NH:11][C:12](=[O:33])[CH2:13][N:14]1[CH2:17][C:16]2([CH2:21][CH2:20][CH2:19][NH:18]2)[C:15]1=[O:32])[C:4](=[O:10])[N:5]1[CH2:6][CH2:7][CH2:8][CH2:9]1. The catalyst class is: 19. (3) Reactant: [Br:1][C:2]1[C:7]([F:8])=[CH:6][CH:5]=[C:4]([NH2:9])[C:3]=1[NH2:10].CN(C=O)C.Br[CH:17]([CH3:23])[C:18](OCC)=[O:19].C([O-])(O)=O.[Na+]. Product: [Br:1][C:2]1[C:7]([F:8])=[CH:6][CH:5]=[C:4]2[C:3]=1[NH:10][C:18](=[O:19])[CH:17]([CH3:23])[NH:9]2. The catalyst class is: 170. (4) Reactant: N(C1C=C2C(CCC2CN2CCC(C3C=CC(F)=CC=3)CC2)=CC=1)C1C=CC=CC=1.[NH2:31][C:32]1[CH:40]=[C:39]2[C:35]([CH2:36][CH2:37][CH:38]2[CH2:41][N:42]2[CH2:47][CH2:46][CH:45]([C:48]3[CH:53]=[CH:52][C:51]([F:54])=[CH:50][CH:49]=3)[CH2:44][CH2:43]2)=[CH:34][CH:33]=1.C(N(CC)CC)C.[CH3:62][N:63]([CH3:67])[C:64](Cl)=[O:65]. Product: [CH3:62][N:63]([CH3:67])[C:64]([NH:31][C:32]1[CH:40]=[C:39]2[C:35]([CH2:36][CH2:37][CH:38]2[CH2:41][N:42]2[CH2:47][CH2:46][CH:45]([C:48]3[CH:49]=[CH:50][C:51]([F:54])=[CH:52][CH:53]=3)[CH2:44][CH2:43]2)=[CH:34][CH:33]=1)=[O:65]. The catalyst class is: 1. (5) Reactant: [C:1]([O:12][CH3:13])(=[O:11])[CH2:2][CH2:3][CH2:4][CH2:5][CH2:6][CH2:7][CH2:8][CH:9]=[CH2:10].[C:14](#[N:17])[CH:15]=[CH2:16]. Product: [C:1]([O:12][CH3:13])(=[O:11])[CH2:2][CH2:3][CH2:4][CH2:5][CH2:6][CH2:7][CH2:8][CH:9]=[CH2:10].[C:14](#[N:17])[CH:15]=[CH2:16]. The catalyst class is: 11.